Dataset: Forward reaction prediction with 1.9M reactions from USPTO patents (1976-2016). Task: Predict the product of the given reaction. (1) Given the reactants [CH2:1]([O:3][C:4](=[O:14])[CH2:5][C:6]1[CH:11]=[CH:10][C:9]([OH:12])=[C:8]([Br:13])[CH:7]=1)[CH3:2].C(=O)([O-])[O-].[Cs+].[Cs+].[CH2:21](Br)[C:22]1[CH:27]=[CH:26][CH:25]=[CH:24][CH:23]=1, predict the reaction product. The product is: [CH2:1]([O:3][C:4](=[O:14])[CH2:5][C:6]1[CH:11]=[CH:10][C:9]([O:12][CH2:21][C:22]2[CH:27]=[CH:26][CH:25]=[CH:24][CH:23]=2)=[C:8]([Br:13])[CH:7]=1)[CH3:2]. (2) Given the reactants Br[C:2]1[C:3](Cl)=[N:4][CH:5]=[C:6]([CH:21]=1)[C:7]([NH:9][C:10]1[CH:15]=[CH:14][C:13]([O:16][C:17]([F:20])([F:19])[F:18])=[CH:12][CH:11]=1)=[O:8].C[O-].[Na+].[N:26]1[CH:31]=[C:30](B(O)O)[CH:29]=[N:28][CH:27]=1.[C:35]([O-])([O-])=[O:36].[Na+].[Na+], predict the reaction product. The product is: [CH3:35][O:36][C:3]1[C:2]([C:30]2[CH:31]=[N:26][CH:27]=[N:28][CH:29]=2)=[CH:21][C:6]([C:7]([NH:9][C:10]2[CH:15]=[CH:14][C:13]([O:16][C:17]([F:20])([F:19])[F:18])=[CH:12][CH:11]=2)=[O:8])=[CH:5][N:4]=1.